This data is from Catalyst prediction with 721,799 reactions and 888 catalyst types from USPTO. The task is: Predict which catalyst facilitates the given reaction. (1) Reactant: [N:1]1[CH:2]=[C:3]([C:10]([NH:12][C:13]2[CH:14]=[C:15]([C:20]3[N:24]=[C:23]([CH2:25][CH2:26][C:27]([OH:29])=O)[O:22][N:21]=3)[CH:16]=[CH:17][C:18]=2[CH3:19])=[O:11])[N:4]2[CH:9]=[CH:8][CH:7]=[CH:6][C:5]=12.C[N:31](C(ON1N=NC2C=CC=NC1=2)=[N+](C)C)C.F[P-](F)(F)(F)(F)F.N. Product: [NH2:31][C:27](=[O:29])[CH2:26][CH2:25][C:23]1[O:22][N:21]=[C:20]([C:15]2[CH:16]=[CH:17][C:18]([CH3:19])=[C:13]([NH:12][C:10]([C:3]3[N:4]4[CH:9]=[CH:8][CH:7]=[CH:6][C:5]4=[N:1][CH:2]=3)=[O:11])[CH:14]=2)[N:24]=1. The catalyst class is: 121. (2) Reactant: [CH2:1]([O:4][C:5]1[CH:26]=[C:25]([O:27][CH2:28][CH:29]=[CH2:30])[C:24]([CH:31]([C:33]#[CH:34])[CH3:32])=[CH:23][C:6]=1[C:7]([NH:9][C:10]1[CH:15]=[CH:14][C:13]([CH2:16][N:17]2[CH2:22][CH2:21][O:20][CH2:19][CH2:18]2)=[CH:12][CH:11]=1)=O)[CH:2]=[CH2:3].COC1C=CC(P2(SP(C3C=CC(OC)=CC=3)(=S)S2)=[S:44])=CC=1.C(=O)([O-])[O-].[Na+].[Na+]. Product: [CH2:1]([O:4][C:5]1[CH:26]=[C:25]([O:27][CH2:28][CH:29]=[CH2:30])[C:24]([CH:31]([C:33]#[CH:34])[CH3:32])=[CH:23][C:6]=1[C:7]([NH:9][C:10]1[CH:15]=[CH:14][C:13]([CH2:16][N:17]2[CH2:22][CH2:21][O:20][CH2:19][CH2:18]2)=[CH:12][CH:11]=1)=[S:44])[CH:2]=[CH2:3]. The catalyst class is: 11.